From a dataset of Forward reaction prediction with 1.9M reactions from USPTO patents (1976-2016). Predict the product of the given reaction. (1) Given the reactants Cl.Cl.[N:3]1([CH2:9][CH2:10][CH2:11][O:12][C:13]2[CH:14]=[C:15]3[C:19](=[CH:20][CH:21]=2)[NH:18][CH2:17][CH2:16]3)[CH2:8][CH2:7][CH2:6][CH2:5][CH2:4]1.[CH3:22][C:23]([CH3:25])=O.C([BH3-])#N.[Na+], predict the reaction product. The product is: [CH:23]([N:18]1[C:19]2[C:15](=[CH:14][C:13]([O:12][CH2:11][CH2:10][CH2:9][N:3]3[CH2:4][CH2:5][CH2:6][CH2:7][CH2:8]3)=[CH:21][CH:20]=2)[CH2:16][CH2:17]1)([CH3:25])[CH3:22]. (2) The product is: [N:23]1[CH:24]=[CH:25][CH:26]=[N:27][C:22]=1[CH2:21][CH2:20][CH2:19][CH:18]=[CH:17][S:14]([N:11]1[CH2:12][CH2:13][N:8]([C:5]2[N:6]=[CH:7][C:2]([C:33]3[CH:38]=[CH:37][CH:36]=[CH:35][N:34]=3)=[CH:3][CH:4]=2)[CH2:9][CH2:10]1)(=[O:16])=[O:15]. Given the reactants Br[C:2]1[CH:3]=[CH:4][C:5]([N:8]2[CH2:13][CH2:12][N:11]([S:14]([CH:17]=[CH:18][CH2:19][CH2:20][CH2:21][C:22]3[N:27]=[CH:26][CH:25]=[CH:24][N:23]=3)(=[O:16])=[O:15])[CH2:10][CH2:9]2)=[N:6][CH:7]=1.C([Sn](CCCC)(CCCC)[C:33]1[CH:38]=[CH:37][CH:36]=[CH:35][N:34]=1)CCC.[F-].[K+], predict the reaction product. (3) The product is: [OH:19][C:18]1[C:6]2[CH:5]=[C:4]([CH3:3])[S:8][C:7]=2[N:9]=[C:10]([CH2:11][CH2:12][C:13]([F:16])([F:15])[F:14])[N:20]=1. Given the reactants [OH-].[K+].[CH3:3][C:4]1[S:8][C:7]([NH:9][C:10](=O)[CH2:11][CH2:12][C:13]([F:16])([F:15])[F:14])=[C:6]([C:18]([NH2:20])=[O:19])[CH:5]=1, predict the reaction product. (4) The product is: [N:5]([C:6]1[CH:7]=[CH:8][C:9]([CH2:10][NH:11][C:12](=[O:17])[C:13]([CH3:15])([CH3:16])[CH3:14])=[CH:18][CH:19]=1)=[C:1]=[O:2]. Given the reactants [C:1](Cl)(Cl)=[O:2].[NH2:5][C:6]1[CH:19]=[CH:18][C:9]([CH2:10][NH:11][C:12](=[O:17])[C:13]([CH3:16])([CH3:15])[CH3:14])=[CH:8][CH:7]=1.C(N(CC)CC)C, predict the reaction product. (5) Given the reactants Cl.[CH:2]1([CH2:5][O:6][C:7]2[CH:12]=[C:11]([F:13])[CH:10]=[CH:9][C:8]=2[C:14]2[C:15]3[NH:22][C:21]([CH3:23])=[C:20]([C:24]([NH:26][CH:27]4[CH2:32][CH2:31][NH:30][CH2:29][CH2:28]4)=[O:25])[C:16]=3[N:17]=[CH:18][N:19]=2)[CH2:4][CH2:3]1.[CH3:33][O:34][CH2:35][C:36](Cl)=[O:37], predict the reaction product. The product is: [CH:2]1([CH2:5][O:6][C:7]2[CH:12]=[C:11]([F:13])[CH:10]=[CH:9][C:8]=2[C:14]2[C:15]3[NH:22][C:21]([CH3:23])=[C:20]([C:24]([NH:26][CH:27]4[CH2:28][CH2:29][N:30]([C:36](=[O:37])[CH2:35][O:34][CH3:33])[CH2:31][CH2:32]4)=[O:25])[C:16]=3[N:17]=[CH:18][N:19]=2)[CH2:4][CH2:3]1. (6) Given the reactants [Cl:1][C:2]1[CH:25]=[CH:24][C:5]([CH2:6][N:7]2[C:15]3[C:10](=[CH:11][C:12](/[CH:16]=[C:17]4/[C:18](=[O:23])[NH:19][C:20](=[O:22])[S:21]/4)=[CH:13][CH:14]=3)[CH:9]=[N:8]2)=[C:4]([C:26]([F:29])([F:28])[F:27])[CH:3]=1.Br[CH2:31][C:32]1[CH:44]=[CH:43][C:35]([C:36]([O:38][C:39]([CH3:42])([CH3:41])[CH3:40])=[O:37])=[CH:34][CH:33]=1.C(CN)O, predict the reaction product. The product is: [C:39]([O:38][C:36](=[O:37])[C:35]1[CH:34]=[CH:33][C:32]([CH2:31][N:19]2[C:18](=[O:23])/[C:17](=[CH:16]/[C:12]3[CH:11]=[C:10]4[C:15](=[CH:14][CH:13]=3)[N:7]([CH2:6][C:5]3[CH:24]=[CH:25][C:2]([Cl:1])=[CH:3][C:4]=3[C:26]([F:27])([F:29])[F:28])[N:8]=[CH:9]4)/[S:21][C:20]2=[O:22])=[CH:44][CH:43]=1)([CH3:42])([CH3:41])[CH3:40]. (7) Given the reactants [Cl:1][C:2]1[CH:3]=[CH:4][C:5]([C:28]([F:31])([F:30])[F:29])=[C:6]([CH:27]=1)[CH2:7][N:8]1[CH2:13][CH2:12][NH:11][C:10]2[N:14]=[CH:15][C:16]([C:18]3[CH:26]=[CH:25][C:21]([C:22]([OH:24])=O)=[CH:20][CH:19]=3)=[CH:17][C:9]1=2.[Cl:32][C:33]1[CH:45]=[CH:44][C:36]([CH2:37][N:38]2[CH2:43][CH2:42][NH:41][CH2:40][CH2:39]2)=[CH:35][CH:34]=1, predict the reaction product. The product is: [Cl:32][C:33]1[CH:45]=[CH:44][C:36]([CH2:37][N:38]2[CH2:43][CH2:42][N:41]([C:22]([C:21]3[CH:20]=[CH:19][C:18]([C:16]4[CH:15]=[N:14][C:10]5[NH:11][CH2:12][CH2:13][N:8]([CH2:7][C:6]6[CH:27]=[C:2]([Cl:1])[CH:3]=[CH:4][C:5]=6[C:28]([F:29])([F:31])[F:30])[C:9]=5[CH:17]=4)=[CH:26][CH:25]=3)=[O:24])[CH2:40][CH2:39]2)=[CH:35][CH:34]=1. (8) The product is: [F:1][C:2]1[CH:7]=[C:6]([C:12]#[C:11][CH:10]([OH:13])[CH3:9])[CH:5]=[CH:4][N:3]=1. Given the reactants [F:1][C:2]1[CH:7]=[C:6](I)[CH:5]=[CH:4][N:3]=1.[CH3:9][CH:10]([OH:13])[C:11]#[CH:12].C(N(CC)CC)C, predict the reaction product. (9) Given the reactants [F:1][C:2]1[CH:7]=[CH:6][C:5]([C:8]([CH3:10])=[CH2:9])=[CH:4][N:3]=1.C(C1C=CN=CC=1)(C)C, predict the reaction product. The product is: [F:1][C:2]1[CH:7]=[CH:6][C:5]([CH:8]([CH3:10])[CH3:9])=[CH:4][N:3]=1.